This data is from Catalyst prediction with 721,799 reactions and 888 catalyst types from USPTO. The task is: Predict which catalyst facilitates the given reaction. (1) Reactant: Br[C:2]1[C:3]([C:9]([NH:11][C:12]2[CH:13]=[C:14]3[C:18](=[CH:19][CH:20]=2)[N:17]([CH2:21][O:22][CH2:23][CH2:24][Si:25]([CH3:28])([CH3:27])[CH3:26])[N:16]=[CH:15]3)=[O:10])=[N:4][CH:5]=[C:6]([F:8])[CH:7]=1.[F:29][C:30]1[CH:35]=[CH:34][C:33](B(O)O)=[CH:32][CH:31]=1.C([O-])([O-])=O.[Na+].[Na+]. Product: [F:8][C:6]1[CH:7]=[C:2]([C:33]2[CH:34]=[CH:35][C:30]([F:29])=[CH:31][CH:32]=2)[C:3]([C:9]([NH:11][C:12]2[CH:13]=[C:14]3[C:18](=[CH:19][CH:20]=2)[N:17]([CH2:21][O:22][CH2:23][CH2:24][Si:25]([CH3:28])([CH3:27])[CH3:26])[N:16]=[CH:15]3)=[O:10])=[N:4][CH:5]=1. The catalyst class is: 70. (2) Reactant: N12CCCN=C1CCCCC2.[CH3:12][C:13]([C:16]1[N:21]=[C:20]([C:22]2[NH:23][O:24][C:25](=[O:27])[N:26]=2)[CH:19]=[C:18]([C:28]([F:31])([F:30])[F:29])[N:17]=1)([CH3:15])[CH3:14].[N:32]1([C:37](Cl)=[O:38])[CH2:36][CH2:35][CH2:34][CH2:33]1. Product: [CH3:15][C:13]([C:16]1[N:21]=[C:20]([C:22]2[N:26]([C:37]([N:32]3[CH2:36][CH2:35][CH2:34][CH2:33]3)=[O:38])[C:25](=[O:27])[O:24][N:23]=2)[CH:19]=[C:18]([C:28]([F:30])([F:31])[F:29])[N:17]=1)([CH3:12])[CH3:14]. The catalyst class is: 17. (3) Reactant: [CH3:1][S:2]([C:5]1[CH:10]=[CH:9][C:8]([C:11]2[CH:12]=[C:13]([N+:32]([O-:34])=[O:33])[C:14]([O:17][CH2:18][CH:19]3[CH2:24][CH2:23][N:22](C(OC(C)(C)C)=O)[CH2:21][CH2:20]3)=[N:15][CH:16]=2)=[CH:7][CH:6]=1)(=[O:4])=[O:3].C(O)(C(F)(F)F)=O. Product: [CH3:1][S:2]([C:5]1[CH:10]=[CH:9][C:8]([C:11]2[CH:12]=[C:13]([N+:32]([O-:34])=[O:33])[C:14]([O:17][CH2:18][CH:19]3[CH2:20][CH2:21][NH:22][CH2:23][CH2:24]3)=[N:15][CH:16]=2)=[CH:7][CH:6]=1)(=[O:4])=[O:3]. The catalyst class is: 2. (4) Reactant: Br[C:2]1[CH:7]=[CH:6][C:5]([F:8])=[CH:4][CH:3]=1.[O:9]1[CH:13]=[CH:12][CH:11]=[C:10]1B(O)O.[O-]P([O-])([O-])=O.[K+].[K+].[K+]. Product: [F:8][C:5]1[CH:6]=[CH:7][C:2]([C:10]2[O:9][CH:13]=[CH:12][CH:11]=2)=[CH:3][CH:4]=1. The catalyst class is: 70. (5) Reactant: Br[C:2]1[CH:6]=[C:5]([C:7]#[C:8][CH:9]([CH3:11])[CH3:10])[S:4][C:3]=1[C:12]([O:14][CH3:15])=[O:13].[NH2:16][CH:17]1[CH2:22][CH2:21][N:20]([C:23]([O:25][C:26]([CH3:29])([CH3:28])[CH3:27])=[O:24])[CH2:19][CH2:18]1.N1C=CC=CC=1.[CH3:36][CH:37]1[CH2:42][CH2:41][CH:40]([C:43](Cl)=[O:44])[CH2:39][CH2:38]1. Product: [CH3:36][C@H:37]1[CH2:42][CH2:41][C@H:40]([C:43]([N:16]([CH:17]2[CH2:18][CH2:19][N:20]([C:23]([O:25][C:26]([CH3:29])([CH3:28])[CH3:27])=[O:24])[CH2:21][CH2:22]2)[C:2]2[CH:6]=[C:5]([C:7]#[C:8][CH:9]([CH3:11])[CH3:10])[S:4][C:3]=2[C:12]([O:14][CH3:15])=[O:13])=[O:44])[CH2:39][CH2:38]1. The catalyst class is: 11. (6) Reactant: Br[C:2]1[CH:11]=[CH:10][C:5]([C:6]([O:8]C)=[O:7])=[C:4]([NH:12][C:13]2[CH:18]=[CH:17][C:16]([F:19])=[CH:15][CH:14]=2)[CH:3]=1.[CH3:20][S:21]([C:24]1[CH:29]=[CH:28][C:27](B(O)O)=[CH:26][CH:25]=1)(=[O:23])=[O:22].C(=O)([O-])[O-].[Na+].[Na+]. Product: [F:19][C:16]1[CH:17]=[CH:18][C:13]([NH:12][C:4]2[CH:3]=[C:2]([C:27]3[CH:28]=[CH:29][C:24]([S:21]([CH3:20])(=[O:23])=[O:22])=[CH:25][CH:26]=3)[CH:11]=[CH:10][C:5]=2[C:6]([OH:8])=[O:7])=[CH:14][CH:15]=1. The catalyst class is: 80.